From a dataset of Catalyst prediction with 721,799 reactions and 888 catalyst types from USPTO. Predict which catalyst facilitates the given reaction. (1) Reactant: C[O:2][C:3](=[O:29])[CH2:4][C:5]1[C:9]2[C:10]([Cl:28])=[CH:11][C:12]([O:15][CH2:16][C:17]3[C:18]([CH3:27])=[N:19][C:20]([C:23]([F:26])([F:25])[F:24])=[CH:21][CH:22]=3)=[C:13]([F:14])[C:8]=2[S:7][CH:6]=1.C1COCC1.[OH-].[Na+].Cl. Product: [Cl:28][C:10]1[C:9]2[C:5]([CH2:4][C:3]([OH:29])=[O:2])=[CH:6][S:7][C:8]=2[C:13]([F:14])=[C:12]([O:15][CH2:16][C:17]2[C:18]([CH3:27])=[N:19][C:20]([C:23]([F:24])([F:26])[F:25])=[CH:21][CH:22]=2)[CH:11]=1. The catalyst class is: 5. (2) The catalyst class is: 19. Product: [F:29][C:25]1[CH:24]=[C:23]([C:3]2[C:4]([C:18]([O:20][CH2:21][CH3:22])=[O:19])=[C:5]3[CH2:10][N:9]([C:11]([O:13][C:14]([CH3:16])([CH3:17])[CH3:15])=[O:12])[CH2:8][CH2:7][N:6]3[CH:2]=2)[CH:28]=[CH:27][CH:26]=1. Reactant: Cl[C:2]1[N:6]2[CH2:7][CH2:8][N:9]([C:11]([O:13][C:14]([CH3:17])([CH3:16])[CH3:15])=[O:12])[CH2:10][C:5]2=[C:4]([C:18]([O:20][CH2:21][CH3:22])=[O:19])[C:3]=1[C:23]1[CH:28]=[CH:27][CH:26]=[C:25]([F:29])[CH:24]=1.C([O-])=O.[NH4+]. (3) Reactant: O.[CH3:2][S:3]([OH:6])(=[O:5])=[O:4].[OH:7][C:8]1[CH:31]=[CH:30][C:29]([O:32][CH2:33][CH2:34][N:35]2[CH2:40][CH2:39][N:38]([CH3:41])[CH2:37][CH2:36]2)=[CH:28][C:9]=1[C:10]([NH:12][C:13]1[CH:21]=[C:20]([C:22]2[CH:27]=[CH:26][CH:25]=[CH:24][CH:23]=2)[CH:19]=[CH:18][C:14]=1[C:15]([OH:17])=[O:16])=[O:11]. Product: [CH3:2][S:3]([OH:6])(=[O:5])=[O:4].[CH3:2][S:3]([OH:6])(=[O:5])=[O:4].[OH:7][C:8]1[CH:31]=[CH:30][C:29]([O:32][CH2:33][CH2:34][N:35]2[CH2:40][CH2:39][N:38]([CH3:41])[CH2:37][CH2:36]2)=[CH:28][C:9]=1[C:10]([NH:12][C:13]1[CH:21]=[C:20]([C:22]2[CH:23]=[CH:24][CH:25]=[CH:26][CH:27]=2)[CH:19]=[CH:18][C:14]=1[C:15]([OH:17])=[O:16])=[O:11]. The catalyst class is: 214. (4) Reactant: [C:1]([O-:4])(=[O:3])[CH3:2].[Na+].ClCC1([C:16]2[CH:21]=[C:20]([CH3:22])[CH:19]=[CH:18][C:17]=2[CH3:23])OCC(C)(C)CO1.[OH-].[Na+]. Product: [CH3:23][C:17]1[CH:18]=[CH:19][C:20]([CH3:22])=[CH:21][C:16]=1[CH2:2][C:1]([OH:4])=[O:3]. The catalyst class is: 746.